The task is: Predict the reaction yield, written as a fraction of the theoretical maximum amount of product (1.0 means a 100% yield; for example, 0.34 means a 34% yield).. This data is from Reaction yield outcomes from USPTO patents with 853,638 reactions. (1) The reactants are [CH3:1][O:2][C:3](=[O:21])[C:4]([N:18]=[N+]=[N-])=[CH:5][C:6]1[CH:11]=[CH:10][C:9]([O:12][CH3:13])=[C:8]([O:14][CH2:15][CH2:16][Cl:17])[CH:7]=1. The catalyst is C1(C)C=CC=CC=1. The product is [CH3:1][O:2][C:3]([C:4]1[NH:18][C:11]2[C:6]([CH:5]=1)=[CH:7][C:8]([O:14][CH2:15][CH2:16][Cl:17])=[C:9]([O:12][CH3:13])[CH:10]=2)=[O:21]. The yield is 0.720. (2) The reactants are [Cl:1][C:2]1[C:3]([N+:13]([O-])=O)=[C:4]([OH:12])[C:5](=[CH:10][CH:11]=1)[C:6]([O:8][CH3:9])=[O:7].C(O)(=O)C. The catalyst is [Fe].CO. The product is [NH2:13][C:3]1[C:2]([Cl:1])=[CH:11][CH:10]=[C:5]([C:6]([O:8][CH3:9])=[O:7])[C:4]=1[OH:12]. The yield is 0.810. (3) The reactants are [C:1]1([N:7]2[C:19]3[CH:18]=[CH:17][CH:16]=[CH:15][C:14]=3[C:13]3[C:8]2=[CH:9][CH:10]=[CH:11][CH:12]=3)[CH:6]=[CH:5][CH:4]=[CH:3][CH:2]=1.[Br:20]N1C(=O)CCC1=O.C1(C)C=CC=CC=1. The catalyst is C(OCC)(=O)C. The product is [Br:20][C:16]1[CH:17]=[CH:18][C:19]2[N:7]([C:1]3[CH:2]=[CH:3][CH:4]=[CH:5][CH:6]=3)[C:8]3[C:13]([C:14]=2[CH:15]=1)=[CH:12][CH:11]=[CH:10][CH:9]=3. The yield is 0.990. (4) The reactants are [CH2:1]([O:3][CH:4]([O:15][CH2:16][CH3:17])[C:5]1[O:13][C:12]2[C:11](I)=[CH:10][N:9]=[CH:8][C:7]=2[CH:6]=1)[CH3:2].[CH3:18][O:19][C:20]([C:22]1[CH:27]=[CH:26][C:25](B(O)O)=[CH:24][CH:23]=1)=[O:21].C(=O)([O-])[O-].[Na+].[Na+]. The catalyst is O1CCCC1.O.C1C=CC([P]([Pd]([P](C2C=CC=CC=2)(C2C=CC=CC=2)C2C=CC=CC=2)([P](C2C=CC=CC=2)(C2C=CC=CC=2)C2C=CC=CC=2)[P](C2C=CC=CC=2)(C2C=CC=CC=2)C2C=CC=CC=2)(C2C=CC=CC=2)C2C=CC=CC=2)=CC=1. The product is [CH2:1]([O:3][CH:4]([O:15][CH2:16][CH3:17])[C:5]1[O:13][C:12]2[C:11]([C:25]3[CH:26]=[CH:27][C:22]([C:20]([O:19][CH3:18])=[O:21])=[CH:23][CH:24]=3)=[CH:10][N:9]=[CH:8][C:7]=2[CH:6]=1)[CH3:2]. The yield is 0.840. (5) The reactants are [CH2:1]([O:3][C:4](=[O:15])[CH:5]=[CH:6][C:7]1[CH:12]=[CH:11][C:10]([C:13]#[N:14])=[CH:9][CH:8]=1)[CH3:2].C(N(CC)CC)C.C(O)=O. The catalyst is C(OCC)(=O)C.[Pd]. The product is [CH2:1]([O:3][C:4](=[O:15])[CH2:5][CH2:6][C:7]1[CH:8]=[CH:9][C:10]([C:13]#[N:14])=[CH:11][CH:12]=1)[CH3:2]. The yield is 0.990. (6) The yield is 0.580. The catalyst is CC(O)(C)C. The reactants are CS(N)(=O)=O.[OH2:6].[CH3:7][C:8]([O:11][C:12]([N:14](/[CH:22]=[CH:23]/[CH2:24][CH2:25][CH3:26])[C:15]([O:17]C(C)(C)C)=[O:16])=[O:13])([CH3:10])[CH3:9]. The product is [OH:6][C@@H:24]([C@@H:23]1[O:16][C:15](=[O:17])[N:14]([C:12]([O:11][C:8]([CH3:10])([CH3:9])[CH3:7])=[O:13])[CH2:22]1)[CH2:25][CH3:26]. (7) The reactants are Br[C:2]1[CH:7]=[CH:6][C:5]([CH2:8][CH2:9][OH:10])=[CH:4][CH:3]=1.[NH:11]1[CH2:16][CH2:15][O:14][CH2:13][CH2:12]1.[Li+].C[Si]([N-][Si](C)(C)C)(C)C.Cl.C([O-])(O)=O.[Na+]. The catalyst is C1C=CC(/C=C/C(/C=C/C2C=CC=CC=2)=O)=CC=1.C1C=CC(/C=C/C(/C=C/C2C=CC=CC=2)=O)=CC=1.C1C=CC(/C=C/C(/C=C/C2C=CC=CC=2)=O)=CC=1.[Pd].[Pd]. The product is [N:11]1([C:2]2[CH:7]=[CH:6][C:5]([CH2:8][CH2:9][OH:10])=[CH:4][CH:3]=2)[CH2:16][CH2:15][O:14][CH2:13][CH2:12]1. The yield is 0.500.